From a dataset of Catalyst prediction with 721,799 reactions and 888 catalyst types from USPTO. Predict which catalyst facilitates the given reaction. (1) Reactant: [CH2:1]([N:3]1[CH:7]=[C:6]([C:8]([OH:10])=O)[CH:5]=[N:4]1)[CH3:2].C1(C)C=CC=CC=1.S(Cl)([Cl:20])=O. Product: [CH2:1]([N:3]1[CH:7]=[C:6]([C:8]([Cl:20])=[O:10])[CH:5]=[N:4]1)[CH3:2]. The catalyst class is: 9. (2) Reactant: [CH:1]1([CH2:4][N:5]([CH2:24][CH2:25][CH3:26])[C:6]2[N:11]=[CH:10][N:9]=[C:8]([C:12]([NH:14][C:15]3[CH:20]=[CH:19][C:18]([CH:21]=O)=[CH:17][C:16]=3[CH3:23])=[O:13])[CH:7]=2)[CH2:3][CH2:2]1.[CH3:27][NH:28][CH3:29].C(O[BH-](OC(=O)C)OC(=O)C)(=O)C. Product: [CH:1]1([CH2:4][N:5]([CH2:24][CH2:25][CH3:26])[C:6]2[N:11]=[CH:10][N:9]=[C:8]([C:12]([NH:14][C:15]3[CH:20]=[CH:19][C:18]([CH2:21][N:28]([CH3:29])[CH3:27])=[CH:17][C:16]=3[CH3:23])=[O:13])[CH:7]=2)[CH2:3][CH2:2]1. The catalyst class is: 2. (3) Reactant: [CH2:1]([N:3]1[CH:11]=[C:10]2[C:5]([CH:6]=[C:7]([C:24]([O:26][CH2:27][CH3:28])=[O:25])[CH:8]=[C:9]2[O:12][C:13]2[CH:18]=[N:17][C:16]([NH:19][S:20]([CH3:23])(=[O:22])=[O:21])=[CH:15][N:14]=2)=[N:4]1)[CH3:2].[H-].[Na+].[CH3:31]I. Product: [CH2:1]([N:3]1[CH:11]=[C:10]2[C:5]([CH:6]=[C:7]([C:24]([O:26][CH2:27][CH3:28])=[O:25])[CH:8]=[C:9]2[O:12][C:13]2[CH:18]=[N:17][C:16]([N:19]([CH3:31])[S:20]([CH3:23])(=[O:22])=[O:21])=[CH:15][N:14]=2)=[N:4]1)[CH3:2]. The catalyst class is: 42. (4) Reactant: [O:1]1[CH2:6][CH2:5][N:4]([C:7]2[N:12]=[C:11]([C:13]3[CH:18]=[CH:17][C:16]([N+:19]([O-:21])=[O:20])=[CH:15][CH:14]=3)[N:10]=[C:9]3[N:22]([CH:25]4[CH2:30][CH2:29][N:28]([C:31]([O:33][C:34](C)(C)[CH3:35])=[O:32])[CH2:27][CH2:26]4)[N:23]=[CH:24][C:8]=23)[CH2:3][CH2:2]1.C(O)(C(F)(F)F)=O.CCN(CC)CC. Product: [O:1]1[CH2:2][CH2:3][N:4]([C:7]2[N:12]=[C:11]([C:13]3[CH:18]=[CH:17][C:16]([N+:19]([O-:21])=[O:20])=[CH:15][CH:14]=3)[N:10]=[C:9]3[N:22]([CH:25]4[CH2:30][CH2:29][N:28]([C:31]([O:33][CH2:34][CH3:35])=[O:32])[CH2:27][CH2:26]4)[N:23]=[CH:24][C:8]=23)[CH2:5][CH2:6]1. The catalyst class is: 2. (5) Reactant: [NH3:1].Cl[C:3]([CH2:5][CH2:6][CH2:7][C:8]([O:10][CH3:11])=[O:9])=[O:4]. Product: [NH2:1][C:3]([CH2:5][CH2:6][CH2:7][C:8]([O:10][CH3:11])=[O:9])=[O:4]. The catalyst class is: 1. (6) Reactant: [F:1][C:2]1[CH:19]=[CH:18][C:5]([C:6]([C:8]2[CH:15]=[CH:14][C:11]([C:12]#[N:13])=[CH:10][C:9]=2[CH2:16][OH:17])=[O:7])=[CH:4][CH:3]=1.N#N.C(OC(B)OC(C)C)(C)C. Product: [F:1][C:2]1[CH:3]=[CH:4][C:5]([CH:6]([OH:7])[C:8]2[CH:15]=[CH:14][C:11]([C:12]#[N:13])=[CH:10][C:9]=2[CH2:16][OH:17])=[CH:18][CH:19]=1. The catalyst class is: 11. (7) Reactant: [CH:1]1([NH:4][C:5](=[O:24])[C:6]2[CH:11]=[CH:10][C:9]([CH3:12])=[C:8]([C:13]3[CH:14]=[C:15]4[C:20](=[CH:21][CH:22]=3)[C:19](=[O:23])[NH:18][CH:17]=[CH:16]4)[CH:7]=2)[CH2:3][CH2:2]1.C(=O)([O-])[O-].[K+].[K+].Br[CH2:32][CH:33]([CH2:36][CH3:37])[CH2:34][CH3:35]. Product: [CH:1]1([NH:4][C:5](=[O:24])[C:6]2[CH:11]=[CH:10][C:9]([CH3:12])=[C:8]([C:13]3[CH:14]=[C:15]4[C:20](=[CH:21][CH:22]=3)[C:19](=[O:23])[N:18]([CH2:32][CH:33]([CH2:36][CH3:37])[CH2:34][CH3:35])[CH:17]=[CH:16]4)[CH:7]=2)[CH2:2][CH2:3]1. The catalyst class is: 3. (8) Reactant: [CH3:1][N:2]1[C:10]2[C:5](=[CH:6][C:7]([N+:11]([O-])=O)=[CH:8][CH:9]=2)[CH:4]=[N:3]1.[H][H]. The catalyst class is: 29. Product: [CH3:1][N:2]1[C:10]2[C:5](=[CH:6][C:7]([NH2:11])=[CH:8][CH:9]=2)[CH:4]=[N:3]1. (9) Reactant: [NH2:1][CH2:2][C@H:3]1[CH2:7][CH2:6][CH2:5][N:4]1[C:8]([C:10]1[CH:30]=[CH:29][C:13]([C:14]([NH:16][C@H:17]([C:19]2[NH:23][C:22]3[CH:24]=[CH:25][C:26]([Cl:28])=[CH:27][C:21]=3[N:20]=2)[CH3:18])=[O:15])=[CH:12][C:11]=1[Cl:31])=[O:9].[C:32](OC(=O)C)(=[O:34])[CH3:33].ClCCl.C(O)C.ClCl. Product: [C:32]([NH:1][CH2:2][C@H:3]1[CH2:7][CH2:6][CH2:5][N:4]1[C:8]([C:10]1[CH:30]=[CH:29][C:13]([C:14]([NH:16][C@H:17]([C:19]2[NH:23][C:22]3[CH:24]=[CH:25][C:26]([Cl:28])=[CH:27][C:21]=3[N:20]=2)[CH3:18])=[O:15])=[CH:12][C:11]=1[Cl:31])=[O:9])(=[O:34])[CH3:33]. The catalyst class is: 15. (10) Reactant: [CH3:1][C:2]1[O:6][C:5]([C:7]([NH:9][C:10]([C:13]2[N:19]([CH3:20])[C:17](=[O:18])[C:16]([OH:21])=[C:15]([C:22]([NH:24][CH2:25][C:26]3[CH:27]=[CH:28][C:29]([F:32])=[CH:30][CH:31]=3)=[O:23])[N:14]=2)([CH3:12])[CH3:11])=[O:8])=[N:4][N:3]=1.C(O)C.[C:36]([NH2:40])([CH3:39])([CH3:38])[CH3:37]. Product: [CH3:1][C:2]1[O:6][C:5]([C:7]([NH:9][C:10]([C:13]2[N:19]([CH3:20])[C:17](=[O:18])[C:16]([OH:21])=[C:15]([C:22]([NH:24][CH2:25][C:26]3[CH:27]=[CH:28][C:29]([F:32])=[CH:30][CH:31]=3)=[O:23])[N:14]=2)([CH3:12])[CH3:11])=[O:8])=[N:4][N:3]=1.[C:36]([NH2:40])([CH3:39])([CH3:38])[CH3:37]. The catalyst class is: 6.